Dataset: Catalyst prediction with 721,799 reactions and 888 catalyst types from USPTO. Task: Predict which catalyst facilitates the given reaction. Reactant: [C:1]([O:5][C:6]([NH:8][C:9]1[CH:14]=[CH:13][CH:12]=[CH:11][C:10]=1[NH:15][C:16](=[O:32])[C:17]1[CH:22]=[CH:21][C:20](B2OC(C)(C)C(C)(C)O2)=[CH:19][CH:18]=1)=[O:7])([CH3:4])([CH3:3])[CH3:2].Cl[C:34]1[C:39]([C:40]#[N:41])=[CH:38][C:37]([CH:42]=[O:43])=[CH:36][N:35]=1.C(=O)([O-])O.[Na+]. Product: [CH3:20][CH2:19][CH2:18][CH:17]([CH3:22])[CH3:16].[C:1]([O:5][C:6]([NH:8][C:9]1[CH:14]=[CH:13][CH:12]=[CH:11][C:10]=1[NH:15][C:16](=[O:32])[C:17]1[CH:18]=[CH:19][C:20]([C:34]2[C:39]([C:40]#[N:41])=[CH:38][C:37]([CH:42]=[O:43])=[CH:36][N:35]=2)=[CH:21][CH:22]=1)=[O:7])([CH3:4])([CH3:2])[CH3:3]. The catalyst class is: 57.